From a dataset of Catalyst prediction with 721,799 reactions and 888 catalyst types from USPTO. Predict which catalyst facilitates the given reaction. (1) Reactant: [CH3:1][C:2]1[O:3][C:4]2[C:9]([C:10](=[O:12])[CH:11]=1)=[CH:8][CH:7]=[CH:6][C:5]=2[CH:13]=O.[CH3:15][C:16](=O)[CH2:17][C:18](=[O:20])[CH3:19].[NH2:22][C:23]([CH3:33])=[CH:24][C:25]([O:27][CH2:28][C:29]([F:32])([F:31])[F:30])=[O:26].C(O)(=O)C. Product: [C:18]([C:17]1[CH:13]([C:5]2[CH:6]=[CH:7][CH:8]=[C:9]3[C:4]=2[O:3][C:2]([CH3:1])=[CH:11][C:10]3=[O:12])[C:24]([C:25]([O:27][CH2:28][C:29]([F:30])([F:32])[F:31])=[O:26])=[C:23]([CH3:33])[NH:22][C:16]=1[CH3:15])(=[O:20])[CH3:19]. The catalyst class is: 32. (2) Reactant: Br[C:2]1[CH:7]=[CH:6][CH:5]=[C:4]([Br:8])[N:3]=1.[CH3:9][C:10]1[N:14]2[CH2:15][CH2:16][NH:17][CH2:18][C:13]2=[N:12][N:11]=1.C(=O)([O-])[O-].[K+].[K+].O. Product: [Br:8][C:4]1[N:3]=[C:2]([N:17]2[CH2:16][CH2:15][N:14]3[C:10]([CH3:9])=[N:11][N:12]=[C:13]3[CH2:18]2)[CH:7]=[CH:6][CH:5]=1. The catalyst class is: 12. (3) Reactant: Cl.[Cl:2][C:3]1[C:8]([Cl:9])=[CH:7][CH:6]=[CH:5][C:4]=1[N:10]1[CH2:15][CH2:14][NH:13][CH2:12][CH2:11]1.C(N(CC)CC)C.[F:23][C:24]1[C:25]([O:35][CH2:36][CH2:37][CH2:38][CH:39]=O)=[N:26][C:27]2[NH:28][C:29](=[O:34])[CH2:30][CH2:31][C:32]=2[CH:33]=1.[BH-](OC(C)=O)(OC(C)=O)OC(C)=O.[Na+].CCOC(C)=O.ClC(Cl)C. Product: [Cl:2][C:3]1[C:8]([Cl:9])=[CH:7][CH:6]=[CH:5][C:4]=1[N:10]1[CH2:15][CH2:14][N:13]([CH2:39][CH2:38][CH2:37][CH2:36][O:35][C:25]2[N:26]=[C:27]3[C:32]([CH2:31][CH2:30][C:29](=[O:34])[NH:28]3)=[CH:33][C:24]=2[F:23])[CH2:12][CH2:11]1. The catalyst class is: 26. (4) The catalyst class is: 380. Product: [C:1]([O:5][C:6]([N:8]1[CH2:13][CH2:12][N:11]([C:14]2[C:19]([CH3:20])=[CH:18][C:17]([C:23]#[N:24])=[CH:16][N:15]=2)[CH2:10][C@H:9]1[CH3:22])=[O:7])([CH3:4])([CH3:3])[CH3:2]. Reactant: [C:1]([O:5][C:6]([N:8]1[CH2:13][CH2:12][N:11]([C:14]2[C:19]([CH3:20])=[CH:18][C:17](Br)=[CH:16][N:15]=2)[CH2:10][C@H:9]1[CH3:22])=[O:7])([CH3:4])([CH3:3])[CH3:2].[CH3:23][N:24](C=O)C. (5) Reactant: [F:1][C@H:2]1[CH2:19][C@@:17]2([CH3:18])[C@@H:13]([CH2:14][CH2:15][C@@H:16]2O)[C@H:12]2[C@H:3]1[C:4]1[CH:5]=[CH:6][C:7]([OH:28])=[CH:8][C:9]=1[CH2:10][C@H:11]2[CH2:21][CH2:22][CH2:23][CH2:24][CH2:25][NH:26][CH3:27].[F:29][C:30]([F:53])([C:49]([F:52])([F:51])[F:50])[CH2:31][CH2:32][CH2:33][CH2:34][CH2:35][CH2:36][CH2:37]C1C=C(C)C=CC=1S([O-])(=O)=O.[OH2:54]. Product: [F:1][C@H:2]1[CH2:19][C@@:17]2([CH3:18])[C@@H:13]([CH2:14][CH2:15][C@@H:16]2[OH:54])[C@H:12]2[C@H:3]1[C:4]1[CH:5]=[CH:6][C:7]([OH:28])=[CH:8][C:9]=1[CH2:10][C@H:11]2[CH2:21][CH2:22][CH2:23][CH2:24][CH2:25][N:26]([CH3:27])[CH2:37][CH2:36][CH2:35][CH2:34][CH2:33][CH2:32][CH2:31][C:30]([F:29])([F:53])[C:49]([F:50])([F:51])[F:52]. The catalyst class is: 9. (6) Reactant: [CH3:1][O:2][CH2:3][CH2:4][CH2:5][N:6]1[C:11]2[CH:12]=[C:13]([CH2:16][O:17][C@@H:18]3[C@@:23]4([C:32]5[C:27](=[CH:28][C:29]([C:33](O)=[O:34])=[CH:30][CH:31]=5)[CH2:26][CH2:25][O:24]4)[CH2:22][CH2:21][N:20]([S:36]([C:39]4[CH:44]=[CH:43][C:42]([CH3:45])=[CH:41][CH:40]=4)(=[O:38])=[O:37])[CH2:19]3)[CH:14]=[CH:15][C:10]=2[O:9][CH2:8][CH2:7]1.B.C1COCC1.CO. Product: [CH3:1][O:2][CH2:3][CH2:4][CH2:5][N:6]1[C:11]2[CH:12]=[C:13]([CH2:16][O:17][C@@H:18]3[C@@:23]4([C:32]5[C:27](=[CH:28][C:29]([CH2:33][OH:34])=[CH:30][CH:31]=5)[CH2:26][CH2:25][O:24]4)[CH2:22][CH2:21][N:20]([S:36]([C:39]4[CH:40]=[CH:41][C:42]([CH3:45])=[CH:43][CH:44]=4)(=[O:37])=[O:38])[CH2:19]3)[CH:14]=[CH:15][C:10]=2[O:9][CH2:8][CH2:7]1. The catalyst class is: 1.